From a dataset of Full USPTO retrosynthesis dataset with 1.9M reactions from patents (1976-2016). Predict the reactants needed to synthesize the given product. (1) The reactants are: [CH3:1][O:2][C:3](=[O:26])[CH:4]([C:6]1[N:7]([CH3:25])[C:8](=[O:24])[C:9]2[C:14]([C:15]=1[C:16]1[CH:21]=[CH:20][C:19]([F:22])=[C:18]([F:23])[CH:17]=1)=[CH:13][CH:12]=[CH:11][CH:10]=2)[OH:5].C([O-])(O)=O.[Na+]. Given the product [CH3:1][O:2][C:3](=[O:26])[CH:4]([O:5][C:9]([CH3:14])([CH3:10])[CH3:8])[C:6]1[N:7]([CH3:25])[C:8](=[O:24])[C:9]2[C:14]([C:15]=1[C:16]1[CH:21]=[CH:20][C:19]([F:22])=[C:18]([F:23])[CH:17]=1)=[CH:13][CH:12]=[CH:11][CH:10]=2, predict the reactants needed to synthesize it. (2) Given the product [S:1]1[CH:5]=[CH:4][C:3]([NH:6][C:14](=[O:19])[CH2:15][CH2:16][CH2:17][CH3:18])=[CH:2]1, predict the reactants needed to synthesize it. The reactants are: [S:1]1[CH:5]=[CH:4][C:3]([NH2:6])=[CH:2]1.C(N(CC)CC)C.[C:14](Cl)(=[O:19])[CH2:15][CH2:16][CH2:17][CH3:18].